This data is from NCI-60 drug combinations with 297,098 pairs across 59 cell lines. The task is: Regression. Given two drug SMILES strings and cell line genomic features, predict the synergy score measuring deviation from expected non-interaction effect. (1) Drug 1: CN(CCCl)CCCl.Cl. Drug 2: CN(C(=O)NC(C=O)C(C(C(CO)O)O)O)N=O. Cell line: M14. Synergy scores: CSS=6.35, Synergy_ZIP=-2.09, Synergy_Bliss=-0.814, Synergy_Loewe=-4.45, Synergy_HSA=0.0687. (2) Drug 1: CC1=C(C=C(C=C1)C(=O)NC2=CC(=CC(=C2)C(F)(F)F)N3C=C(N=C3)C)NC4=NC=CC(=N4)C5=CN=CC=C5. Drug 2: CC12CCC3C(C1CCC2OP(=O)(O)O)CCC4=C3C=CC(=C4)OC(=O)N(CCCl)CCCl.[Na+]. Cell line: OVCAR-8. Synergy scores: CSS=2.70, Synergy_ZIP=-2.43, Synergy_Bliss=-4.74, Synergy_Loewe=-2.29, Synergy_HSA=-5.65.